From a dataset of Reaction yield outcomes from USPTO patents with 853,638 reactions. Predict the reaction yield, written as a fraction of the theoretical maximum amount of product (1.0 means a 100% yield; for example, 0.34 means a 34% yield). (1) The reactants are [F:1][C:2]1[CH:32]=[CH:31][C:5]([CH2:6][NH:7][C:8]([C:10]2[N:11]=[C:12]3[N:17]([C:18](=[O:28])[C:19]=2[O:20][CH2:21][C:22]2[CH:27]=[CH:26][CH:25]=[CH:24][CH:23]=2)[CH2:16][CH2:15][O:14][C:13]3([CH3:30])[CH3:29])=[O:9])=[C:4]([N:33]2[C:37](=[O:38])[CH2:36][CH2:35][C@@H:34]2[CH2:39][OH:40])[CH:3]=1.[C:41](Cl)(=[O:43])[CH3:42].C(N(C(C)C)CC)(C)C.C([O-])(O)=O.[Na+]. The catalyst is O1CCCC1. The product is [C:41]([O:40][CH2:39][C@H:34]1[CH2:35][CH2:36][C:37](=[O:38])[N:33]1[C:4]1[CH:3]=[C:2]([F:1])[CH:32]=[CH:31][C:5]=1[CH2:6][NH:7][C:8]([C:10]1[N:11]=[C:12]2[N:17]([C:18](=[O:28])[C:19]=1[O:20][CH2:21][C:22]1[CH:27]=[CH:26][CH:25]=[CH:24][CH:23]=1)[CH2:16][CH2:15][O:14][C:13]2([CH3:30])[CH3:29])=[O:9])(=[O:43])[CH3:42]. The yield is 0.670. (2) The reactants are [NH:1]1[CH:5]=[CH:4][C:3]([C:6]([O:8][CH3:9])=[O:7])=[CH:2]1.[Br:10]N1C(=O)CCC1=O.O. The catalyst is O1CCCC1.N1C=CC=CC=1. The product is [Br:10][C:5]1[NH:1][CH:2]=[C:3]([C:6]([O:8][CH3:9])=[O:7])[CH:4]=1. The yield is 0.620. (3) The product is [CH2:8]([NH:1][CH2:2][CH2:3][O:4][CH2:5][CH2:6][OH:7])[C:9]1[CH:14]=[CH:13][CH:12]=[CH:11][CH:10]=1. The reactants are [NH2:1][CH2:2][CH2:3][O:4][CH2:5][CH2:6][OH:7].[CH:8](=O)[C:9]1[CH:14]=[CH:13][CH:12]=[CH:11][CH:10]=1.C(O[BH-](OC(=O)C)OC(=O)C)(=O)C.[Na+].O. The catalyst is C1COCC1. The yield is 0.850. (4) The reactants are [CH:1]1([N:4]([CH2:7][C:8]2[CH:13]=[CH:12][C:11]([C:14]#[C:15][C:16]3[CH:26]=[CH:25][C:19]([C:20]([O:22]CC)=[O:21])=[CH:18][CH:17]=3)=[CH:10][C:9]=2[CH:27]([CH3:29])[CH3:28])[CH2:5][CH3:6])[CH2:3][CH2:2]1.[OH-].[Na+]. The catalyst is C(O)C.O1CCCC1. The product is [CH:1]1([N:4]([CH2:7][C:8]2[CH:13]=[CH:12][C:11]([C:14]#[C:15][C:16]3[CH:26]=[CH:25][C:19]([C:20]([OH:22])=[O:21])=[CH:18][CH:17]=3)=[CH:10][C:9]=2[CH:27]([CH3:28])[CH3:29])[CH2:5][CH3:6])[CH2:2][CH2:3]1. The yield is 0.720. (5) The reactants are Cl.[CH3:2][C:3]1[CH:7]=[CH:6][S:5][C:4]=1[CH2:8][O:9][CH:10]1[CH2:13][NH:12][CH2:11]1.CCN=C=NCCCN(C)C.C1C=CC2N(O)N=NC=2C=1.C(N(C(C)C)CC)(C)C.Cl.[O:45]=[C:46]1[NH:55][C:54]2[N:53]=[CH:52][C:51](/[CH:56]=[CH:57]/[C:58](O)=[O:59])=[CH:50][C:49]=2[CH2:48][CH2:47]1. The catalyst is CN(C)C=O. The product is [CH3:2][C:3]1[CH:7]=[CH:6][S:5][C:4]=1[CH2:8][O:9][CH:10]1[CH2:11][N:12]([C:58](=[O:59])/[CH:57]=[CH:56]/[C:51]2[CH:50]=[C:49]3[C:54](=[N:53][CH:52]=2)[NH:55][C:46](=[O:45])[CH2:47][CH2:48]3)[CH2:13]1. The yield is 0.440. (6) The reactants are [CH2:1]([C@@:4]1([C:20]2[CH:25]=[CH:24][C:23]([F:26])=[CH:22][CH:21]=2)[O:9][C:8](=[O:10])[N:7]([C@H:11]([C:13]2[CH:18]=[CH:17][C:16]([Br:19])=[CH:15][CH:14]=2)[CH3:12])[CH2:6][CH2:5]1)[CH:2]=[CH2:3].B.C1C[O:31]CC1.[OH-].[Na+].OO.Cl. The catalyst is C1COCC1.O. The product is [Br:19][C:16]1[CH:17]=[CH:18][C:13]([C@@H:11]([N:7]2[CH2:6][CH2:5][C@@:4]([C:20]3[CH:21]=[CH:22][C:23]([F:26])=[CH:24][CH:25]=3)([CH2:1][CH2:2][CH2:3][OH:31])[O:9][C:8]2=[O:10])[CH3:12])=[CH:14][CH:15]=1. The yield is 0.380. (7) The reactants are [Cl:1][C:2]1[C:3]([NH:9][C:10]2[CH:15]=[C:14]([I:16])[CH:13]=[CH:12][C:11]=2[O:17][CH2:18][CH2:19][O:20][CH3:21])=[N:4][C:5](N)=[N:6][CH:7]=1.C(ON=O)CC(C)C. The catalyst is C1COCC1. The product is [Cl:1][C:2]1[C:3]([NH:9][C:10]2[CH:15]=[C:14]([I:16])[CH:13]=[CH:12][C:11]=2[O:17][CH2:18][CH2:19][O:20][CH3:21])=[N:4][CH:5]=[N:6][CH:7]=1. The yield is 0.306.